From a dataset of Catalyst prediction with 721,799 reactions and 888 catalyst types from USPTO. Predict which catalyst facilitates the given reaction. The catalyst class is: 116. Reactant: [C:1]([O:5][C:6]([N:8]1[CH2:13][CH2:12][C@H:11]([OH:14])[C@H:10]([CH2:15][O:16][C:17]2[N:18]=[N:19][C:20]([CH2:36][CH2:37][CH2:38][CH3:39])=[C:21]([C:23]3[CH:28]=[CH:27][C:26]([O:29][CH:30]4[CH2:35][CH2:34][CH2:33][CH2:32][CH2:31]4)=[CH:25][CH:24]=3)[CH:22]=2)[CH2:9]1)=[O:7])([CH3:4])([CH3:3])[CH3:2].C1C=CC(P(C2C=CC=CC=2)C2C=CC=CC=2)=CC=1.[N+:59]([C:62]1[CH:70]=[CH:69][C:65]([C:66](O)=[O:67])=[CH:64][CH:63]=1)([O-:61])=[O:60].CC(OC(/N=N/C(OC(C)C)=O)=O)C. Product: [C:1]([O:5][C:6]([N:8]1[CH2:13][CH2:12][C@@H:11]([O:14][C:66](=[O:67])[C:65]2[CH:64]=[CH:63][C:62]([N+:59]([O-:61])=[O:60])=[CH:70][CH:69]=2)[C@H:10]([CH2:15][O:16][C:17]2[N:18]=[N:19][C:20]([CH2:36][CH2:37][CH2:38][CH3:39])=[C:21]([C:23]3[CH:24]=[CH:25][C:26]([O:29][CH:30]4[CH2:35][CH2:34][CH2:33][CH2:32][CH2:31]4)=[CH:27][CH:28]=3)[CH:22]=2)[CH2:9]1)=[O:7])([CH3:4])([CH3:3])[CH3:2].